This data is from Retrosynthesis with 50K atom-mapped reactions and 10 reaction types from USPTO. The task is: Predict the reactants needed to synthesize the given product. Given the product CCCCCCCCCCCCCC[N+](C)(C)CCOC(C)=O, predict the reactants needed to synthesize it. The reactants are: CC(=O)OCCBr.CCCCCCCCCCCCCCN(C)C.